From a dataset of Catalyst prediction with 721,799 reactions and 888 catalyst types from USPTO. Predict which catalyst facilitates the given reaction. (1) Reactant: [OH:1][N:2]1[C:7]([CH3:9])([CH3:8])[CH2:6][CH2:5][CH2:4][C:3]1([CH3:11])[CH3:10].N(OC(C)(C)C)=O.[CH2:19]([O:22][C:23]1[CH:29]=[CH:28][CH:27]=[CH:26][C:24]=1N)[CH:20]=[CH2:21]. Product: [O:22]1[C:23]2[CH:29]=[CH:28][CH:27]=[CH:26][C:24]=2[CH:20]([CH2:21][O:1][N:2]2[C:7]([CH3:9])([CH3:8])[CH2:6][CH2:5][CH2:4][C:3]2([CH3:11])[CH3:10])[CH2:19]1. The catalyst class is: 17. (2) The catalyst class is: 21. Product: [Br:7][C:8]1[CH:9]=[C:10]([S:15][CH:17]([C:22](=[O:25])[CH2:23][CH3:24])[C:18](=[O:21])[CH2:19][CH3:20])[CH:11]=[C:12]([Br:14])[CH:13]=1. Reactant: C(=O)([O-])[O-].[K+].[K+].[Br:7][C:8]1[CH:9]=[C:10]([SH:15])[CH:11]=[C:12]([Br:14])[CH:13]=1.Cl[CH:17]([C:22](=[O:25])[CH2:23][CH3:24])[C:18](=[O:21])[CH2:19][CH3:20]. (3) Reactant: [F:1][C:2]([C:13]1[CH:14]=[C:15]([N:19]2[C:23](=[O:24])[CH2:22][NH:21][C:20]2=[O:25])[CH:16]=[CH:17][CH:18]=1)([F:12])[CH2:3][O:4][CH2:5][CH2:6][CH2:7][CH2:8][CH2:9][CH2:10][OH:11].C(N(CC)CC)C.[CH3:33][S:34](Cl)(=[O:36])=[O:35].O.[OH-].[NH4+]. Product: [CH3:33][S:34]([O:11][CH2:10][CH2:9][CH2:8][CH2:7][CH2:6][CH2:5][O:4][CH2:3][C:2]([C:13]1[CH:18]=[CH:17][CH:16]=[C:15]([N:19]2[C:23](=[O:24])[CH2:22][NH:21][C:20]2=[O:25])[CH:14]=1)([F:1])[F:12])(=[O:36])=[O:35]. The catalyst class is: 2.